This data is from NCI-60 drug combinations with 297,098 pairs across 59 cell lines. The task is: Regression. Given two drug SMILES strings and cell line genomic features, predict the synergy score measuring deviation from expected non-interaction effect. (1) Drug 1: C1=CC(=CC=C1CCC2=CNC3=C2C(=O)NC(=N3)N)C(=O)NC(CCC(=O)O)C(=O)O. Drug 2: C1=CC=C(C(=C1)C(C2=CC=C(C=C2)Cl)C(Cl)Cl)Cl. Cell line: TK-10. Synergy scores: CSS=39.3, Synergy_ZIP=8.16, Synergy_Bliss=5.05, Synergy_Loewe=-22.9, Synergy_HSA=5.61. (2) Drug 1: CS(=O)(=O)C1=CC(=C(C=C1)C(=O)NC2=CC(=C(C=C2)Cl)C3=CC=CC=N3)Cl. Drug 2: CC=C1C(=O)NC(C(=O)OC2CC(=O)NC(C(=O)NC(CSSCCC=C2)C(=O)N1)C(C)C)C(C)C. Cell line: HOP-62. Synergy scores: CSS=52.5, Synergy_ZIP=-1.18, Synergy_Bliss=-3.49, Synergy_Loewe=-52.5, Synergy_HSA=-2.74. (3) Drug 1: CC1=C2C(C(=O)C3(C(CC4C(C3C(C(C2(C)C)(CC1OC(=O)C(C(C5=CC=CC=C5)NC(=O)OC(C)(C)C)O)O)OC(=O)C6=CC=CC=C6)(CO4)OC(=O)C)O)C)O. Drug 2: C1CNP(=O)(OC1)N(CCCl)CCCl. Cell line: T-47D. Synergy scores: CSS=15.6, Synergy_ZIP=3.40, Synergy_Bliss=6.10, Synergy_Loewe=-1.69, Synergy_HSA=2.79.